The task is: Predict the reaction yield, written as a fraction of the theoretical maximum amount of product (1.0 means a 100% yield; for example, 0.34 means a 34% yield).. This data is from Reaction yield outcomes from USPTO patents with 853,638 reactions. (1) The reactants are [C:1]([C:3]1[CH:13]=[CH:12][C:6]([CH:7]=[CH:8][C:9]([OH:11])=[O:10])=[CH:5][CH:4]=1)#[N:2].O[N:15]1[C:19](=[O:20])[CH2:18][CH2:17][C:16]1=[O:21].CCN=C=NCCCN(C)C.Cl. The catalyst is C(Cl)Cl. The product is [C:1]([C:3]1[CH:13]=[CH:12][C:6]([CH:7]=[CH:8][C:9]([O:11][N:15]2[C:19](=[O:20])[CH2:18][CH2:17][C:16]2=[O:21])=[O:10])=[CH:5][CH:4]=1)#[N:2]. The yield is 0.790. (2) The reactants are [Cl-:1].[Cl-].[Cl-].[Cl-].[Zr+4:5].[CH3:6][Si:7]([C:10]1([Si](C)(C)C)[CH:14]=[CH:13][CH:12]=[CH:11]1)([CH3:9])[CH3:8]. The catalyst is C1(C)C=CC=CC=1. The product is [Cl-:1].[CH3:6][Si:7]([CH3:9])([CH3:8])[C:10]1[CH:14]=[CH:13][CH:12]([Zr+3:5])[CH:11]=1.[Cl-:1].[Cl-:1]. The yield is 0.610. (3) The reactants are [CH3:1][CH:2]([O:4][CH2:5][CH2:6][OH:7])[CH3:3].N1C=CC=CC=1.[CH3:14][C:15]1[CH:20]=[CH:19][C:18]([S:21](Cl)(=[O:23])=[O:22])=[CH:17][CH:16]=1. The catalyst is ClCCl. The product is [CH3:14][C:15]1[CH:20]=[CH:19][C:18]([S:21]([O:7][CH2:6][CH2:5][O:4][CH:2]([CH3:3])[CH3:1])(=[O:23])=[O:22])=[CH:17][CH:16]=1. The yield is 0.600. (4) The reactants are [F:1][C:2]1[CH:3]=[C:4]2[C:9](=[CH:10][CH:11]=1)[O:8][CH:7]([C:12]([OH:14])=[O:13])[CH2:6][CH2:5]2.C(Cl)(=O)C(Cl)=O.ClCCl.[N+:24]([C:27]1[CH:32]=[CH:31][C:30](O)=[CH:29][CH:28]=1)([O-:26])=[O:25]. The catalyst is N1C=CC=CC=1. The product is [F:1][C:2]1[CH:3]=[C:4]2[C:9](=[CH:10][CH:11]=1)[O:8][CH:7]([C:12]([O:14][C:30]1[CH:31]=[CH:32][C:27]([N+:24]([O-:26])=[O:25])=[CH:28][CH:29]=1)=[O:13])[CH2:6][CH2:5]2. The yield is 0.405. (5) The reactants are [C:1]([O:5][C:6](=[O:27])[N:7]([C:19]1[CH:24]=[CH:23][C:22]([CH:25]=[O:26])=[CH:21][N:20]=1)[CH2:8][C:9]1[CH:14]=[CH:13][C:12]([C:15]([F:18])([F:17])[F:16])=[CH:11][CH:10]=1)([CH3:4])([CH3:3])[CH3:2].[CH:28]([Si:31]([CH:45]([CH3:47])[CH3:46])([CH:42]([CH3:44])[CH3:43])[O:32][C:33]1[CH:34]=[C:35]2[CH:41]=[CH:40][NH:39][C:36]2=[N:37][CH:38]=1)([CH3:30])[CH3:29].[OH-].[K+].O. The catalyst is CO. The product is [C:1]([O:5][C:6](=[O:27])[N:7]([C:19]1[CH:24]=[CH:23][C:22]([CH:25]([OH:26])[C:41]2[C:35]3[C:36](=[N:37][CH:38]=[C:33]([O:32][Si:31]([CH:42]([CH3:44])[CH3:43])([CH:45]([CH3:47])[CH3:46])[CH:28]([CH3:29])[CH3:30])[CH:34]=3)[NH:39][CH:40]=2)=[CH:21][N:20]=1)[CH2:8][C:9]1[CH:10]=[CH:11][C:12]([C:15]([F:16])([F:17])[F:18])=[CH:13][CH:14]=1)([CH3:4])([CH3:2])[CH3:3]. The yield is 0.700. (6) The catalyst is ClC(Cl)C. The reactants are [F:1][C:2]1[CH:3]=[C:4]([C@@:12]([C:21]2[CH:26]=[CH:25][C:24]([F:27])=[CH:23][CH:22]=2)([NH2:20])[CH2:13][C:14]2[CH:19]=[CH:18][CH:17]=[CH:16][CH:15]=2)[CH:5]=[C:6]([C:8]([F:11])([F:10])[F:9])[CH:7]=1.[F:28][C:29]1[CH:36]=[CH:35][C:32]([CH:33]=O)=[CH:31][C:30]=1[C:37]([F:40])([F:39])[F:38].C(O)(=O)C.[BH-](OC(C)=O)(OC(C)=O)OC(C)=O.[Na+]. The product is [F:28][C:29]1[CH:36]=[CH:35][C:32]([CH2:33][NH:20][C@@:12]([C:4]2[CH:5]=[C:6]([C:8]([F:10])([F:11])[F:9])[CH:7]=[C:2]([F:1])[CH:3]=2)([C:21]2[CH:26]=[CH:25][C:24]([F:27])=[CH:23][CH:22]=2)[CH2:13][C:14]2[CH:15]=[CH:16][CH:17]=[CH:18][CH:19]=2)=[CH:31][C:30]=1[C:37]([F:38])([F:39])[F:40]. The yield is 0.460. (7) The reactants are [Br:1][C:2]1[CH:10]=[CH:9][C:5]([C:6](O)=[O:7])=[CH:4][C:3]=1[C:11]([F:14])([F:13])[F:12].CCN(C(C)C)C(C)C.CN([C:27]([O:31][N:32]1N=NC2C=CC=N[C:33]1=2)=[N+](C)C)C.F[P-](F)(F)(F)(F)F.Cl.CONC. The catalyst is CN(C=O)C. The product is [Br:1][C:2]1[CH:10]=[CH:9][C:5]([C:6]([N:32]([O:31][CH3:27])[CH3:33])=[O:7])=[CH:4][C:3]=1[C:11]([F:14])([F:13])[F:12]. The yield is 0.940. (8) The reactants are [F:1][C:2]1[C:32]([F:33])=[CH:31][C:5]2[NH:6][C:7]([CH2:9][CH:10]3[CH2:15][CH2:14][CH2:13][CH2:12][N:11]3[C:16]([C:18]3[N:19]=[C:20]([CH3:30])[S:21][C:22]=3[C:23]3[CH:28]=[CH:27][C:26]([F:29])=[CH:25][CH:24]=3)=[O:17])=[N:8][C:4]=2[CH:3]=1.[H-].[Na+].Br[CH2:37][CH2:38][OH:39].C(=O)([O-])[O-].[K+].[K+].C(N(CC)C(C)C)(C)C. The catalyst is CN(C=O)C. The product is [F:1][C:2]1[C:32]([F:33])=[CH:31][C:5]2[N:6]([CH2:37][CH2:38][OH:39])[C:7]([CH2:9][CH:10]3[CH2:15][CH2:14][CH2:13][CH2:12][N:11]3[C:16]([C:18]3[N:19]=[C:20]([CH3:30])[S:21][C:22]=3[C:23]3[CH:28]=[CH:27][C:26]([F:29])=[CH:25][CH:24]=3)=[O:17])=[N:8][C:4]=2[CH:3]=1. The yield is 0.290.